From a dataset of Full USPTO retrosynthesis dataset with 1.9M reactions from patents (1976-2016). Predict the reactants needed to synthesize the given product. (1) Given the product [F:30][C:31]([F:40])([F:41])[C:32]1[CH:39]=[CH:38][CH:37]=[CH:36][C:33]=1[CH2:34][NH:35][C:27]([CH:9]1[CH:8]([C:4]2[CH:5]=[CH:6][CH:7]=[C:2]([Cl:1])[CH:3]=2)[C:12]([C:15]2[CH:16]=[CH:17][C:18]([Cl:21])=[CH:19][CH:20]=2)([C:13]#[N:14])[CH:11]([CH2:22][C:23]([CH3:26])([CH3:24])[CH3:25])[NH:10]1)=[O:28], predict the reactants needed to synthesize it. The reactants are: [Cl:1][C:2]1[CH:3]=[C:4]([CH:8]2[C:12]([C:15]3[CH:20]=[CH:19][C:18]([Cl:21])=[CH:17][CH:16]=3)([C:13]#[N:14])[CH:11]([CH2:22][C:23]([CH3:26])([CH3:25])[CH3:24])[NH:10][CH:9]2[C:27](O)=[O:28])[CH:5]=[CH:6][CH:7]=1.[F:30][C:31]([F:41])([F:40])[C:32]1[CH:39]=[CH:38][CH:37]=[CH:36][C:33]=1[CH2:34][NH2:35].CN(C(ON1N=NC2C=CC=NC1=2)=[N+](C)C)C.F[P-](F)(F)(F)(F)F.CCN(C(C)C)C(C)C. (2) Given the product [CH2:1]([O:8][C@@H:9]1[C:13]([CH2:20][O:21][S:22]([CH3:25])(=[O:24])=[O:23])([CH2:14][O:15][S:16]([CH3:19])(=[O:18])=[O:17])[O:12][C@@H:11]([N:26]2[CH:34]=[N:33][C:32]3[C:27]2=[N:28][CH:29]=[N:30][C:31]=3[NH:35][C:36](=[O:43])[C:37]2[CH:42]=[CH:41][CH:40]=[CH:39][CH:38]=2)[C@H:10]1[I:52])[C:2]1[CH:7]=[CH:6][CH:5]=[CH:4][CH:3]=1, predict the reactants needed to synthesize it. The reactants are: [CH2:1]([O:8][C@@H:9]1[C:13]([CH2:20][O:21][S:22]([CH3:25])(=[O:24])=[O:23])([CH2:14][O:15][S:16]([CH3:19])(=[O:18])=[O:17])[O:12][C@@H:11]([N:26]2[CH:34]=[N:33][C:32]3[C:27]2=[N:28][CH:29]=[N:30][C:31]=3[NH:35][C:36](=[O:43])[C:37]2[CH:42]=[CH:41][CH:40]=[CH:39][CH:38]=2)[C@@H:10]1OS(C(F)(F)F)(=O)=O)[C:2]1[CH:7]=[CH:6][CH:5]=[CH:4][CH:3]=1.[I-:52].[Li+].